This data is from Reaction yield outcomes from USPTO patents with 853,638 reactions. The task is: Predict the reaction yield, written as a fraction of the theoretical maximum amount of product (1.0 means a 100% yield; for example, 0.34 means a 34% yield). The reactants are [C:1]12([C:11]3[CH:33]=[CH:32][C:14]([O:15][CH2:16][C:17]([N:19]4[CH2:24][CH2:23][N:22](C(OC(C)(C)C)=O)[CH2:21][CH2:20]4)=[O:18])=[CH:13][CH:12]=3)[CH2:10][CH:5]3[CH2:6][CH:7]([CH2:9][CH:3]([CH2:4]3)[CH2:2]1)[CH2:8]2.FC(F)(F)C(O)=O. The catalyst is ClCCl. The product is [C:1]12([C:11]3[CH:33]=[CH:32][C:14]([O:15][CH2:16][C:17]([N:19]4[CH2:24][CH2:23][NH:22][CH2:21][CH2:20]4)=[O:18])=[CH:13][CH:12]=3)[CH2:10][CH:5]3[CH2:6][CH:7]([CH2:9][CH:3]([CH2:4]3)[CH2:2]1)[CH2:8]2. The yield is 0.948.